Dataset: Forward reaction prediction with 1.9M reactions from USPTO patents (1976-2016). Task: Predict the product of the given reaction. (1) Given the reactants [Cl:1][CH2:2][C:3]([C:5]1[CH:10]=[C:9]([CH3:11])[CH:8]=[CH:7][C:6]=1[CH3:12])=[O:4].[CH2:13](O)[CH2:14][CH2:15][OH:16], predict the reaction product. The product is: [Cl:1][CH2:2][C:3]1([C:5]2[CH:10]=[C:9]([CH3:11])[CH:8]=[CH:7][C:6]=2[CH3:12])[O:16][CH2:15][CH2:14][CH2:13][O:4]1. (2) Given the reactants [Cl:1][C:2]1[C:3]([N:12]2[CH2:17][CH2:16][N:15]([CH2:18][C:19]3[N:20]=[C:21]([CH3:24])[S:22][CH:23]=3)[CH2:14][CH2:13]2)=[C:4]([N+:9]([O-])=O)[C:5]([NH2:8])=[N:6][CH:7]=1.CCO.[N:28]1([CH2:33][C:34]2[CH:41]=[CH:40][C:37]([CH:38]=O)=[CH:36][CH:35]=2)[CH:32]=[CH:31][CH:30]=[N:29]1.[O-]S(S([O-])=O)=O.[Na+].[Na+], predict the reaction product. The product is: [N:28]1([CH2:33][C:34]2[CH:41]=[CH:40][C:37]([C:38]3[NH:8][C:5]4=[N:6][CH:7]=[C:2]([Cl:1])[C:3]([N:12]5[CH2:17][CH2:16][N:15]([CH2:18][C:19]6[N:20]=[C:21]([CH3:24])[S:22][CH:23]=6)[CH2:14][CH2:13]5)=[C:4]4[N:9]=3)=[CH:36][CH:35]=2)[CH:32]=[CH:31][CH:30]=[N:29]1. (3) Given the reactants CO[C:3](=[O:20])[C:4]1[CH:9]=[CH:8][CH:7]=[C:6]([CH2:10][CH2:11]C(OC)OC)[C:5]=1[N+:17]([O-])=O.[H-].[Al+3].[Li+].[H-].[H-].[H-].[C:27]([O:31][C:32]([N:34]1[CH2:39][CH2:38][C:37](=O)[CH2:36][CH2:35]1)=[O:33])([CH3:30])([CH3:29])[CH3:28].C([BH3-])#N.[Na+].C(=O)([O-])[O-].[K+].[K+], predict the reaction product. The product is: [C:27]([O:31][C:32]([N:34]1[CH2:39][CH2:38][CH:37]([N:17]2[C:5]3[C:6](=[CH:7][CH:8]=[CH:9][C:4]=3[CH2:3][OH:20])[CH:10]=[CH:11]2)[CH2:36][CH2:35]1)=[O:33])([CH3:30])([CH3:28])[CH3:29]. (4) Given the reactants [F:1][C:2]([F:31])([F:30])[C:3]1[CH:4]=[C:5]([CH:23]=[C:24]([C:26]([F:29])([F:28])[F:27])[CH:25]=1)[C:6]([N:8]1[CH2:13][CH2:12][NH:11][CH2:10][C@H:9]1[CH2:14][C:15]1[CH:20]=[CH:19][C:18]([CH3:21])=[C:17]([CH3:22])[CH:16]=1)=[O:7].Cl[CH2:33][CH2:34][O:35][CH2:36][CH2:37][OH:38].C(=O)([O-])[O-].[K+].[K+].[I-].[K+], predict the reaction product. The product is: [F:31][C:2]([F:1])([F:30])[C:3]1[CH:4]=[C:5]([CH:23]=[C:24]([C:26]([F:27])([F:28])[F:29])[CH:25]=1)[C:6]([N:8]1[CH2:13][CH2:12][N:11]([CH2:33][CH2:34][O:35][CH2:36][CH2:37][OH:38])[CH2:10][C@H:9]1[CH2:14][C:15]1[CH:20]=[CH:19][C:18]([CH3:21])=[C:17]([CH3:22])[CH:16]=1)=[O:7]. (5) Given the reactants [NH2:1][C:2]1[CH:3]=[CH:4][C:5]([S:8]([NH2:11])(=[O:10])=[O:9])=[N:6][CH:7]=1.[N:12]([O-])=O.[Na+].O.O.[Sn](Cl)[Cl:19].[OH-].[Na+], predict the reaction product. The product is: [ClH:19].[NH:1]([C:2]1[CH:3]=[CH:4][C:5]([S:8]([NH2:11])(=[O:10])=[O:9])=[N:6][CH:7]=1)[NH2:12]. (6) The product is: [OH:42][C:40]1[CH:39]=[C:5]([CH:4]=[C:3]([OH:2])[CH:41]=1)[CH2:6][N:7]1[CH2:16][CH2:15][C:14]2[C:9](=[CH:10][C:11]([N:17]3[CH2:18][CH2:19][N:20]([CH2:23][CH2:24][CH:25]([C:26]4[CH:27]=[CH:28][CH:29]=[CH:30][CH:31]=4)[C:32]4[CH:37]=[CH:36][CH:35]=[CH:34][CH:33]=4)[CH2:21][CH2:22]3)=[CH:12][CH:13]=2)[C:8]1=[O:38]. Given the reactants C[O:2][C:3]1[CH:4]=[C:5]([CH:39]=[C:40]([O:42]C)[CH:41]=1)[CH2:6][N:7]1[CH2:16][CH2:15][C:14]2[C:9](=[CH:10][C:11]([N:17]3[CH2:22][CH2:21][N:20]([CH2:23][CH2:24][CH:25]([C:32]4[CH:37]=[CH:36][CH:35]=[CH:34][CH:33]=4)[C:26]4[CH:31]=[CH:30][CH:29]=[CH:28][CH:27]=4)[CH2:19][CH2:18]3)=[CH:12][CH:13]=2)[C:8]1=[O:38].B(Br)(Br)Br, predict the reaction product. (7) The product is: [CH3:25][O:24][C:20](=[O:23])[CH2:21][CH2:22][N:7]1[C:6]2[CH:12]=[C:2]([CH3:1])[CH:3]=[C:4]([CH3:13])[C:5]=2[O:10][CH2:9][C:8]1=[O:11]. Given the reactants [CH3:1][C:2]1[CH:3]=[C:4]([CH3:13])[C:5]2[O:10][CH2:9][C:8](=[O:11])[NH:7][C:6]=2[CH:12]=1.C(=O)([O-])[O-].[K+].[K+].[C:20]([O:24][CH3:25])(=[O:23])[CH:21]=[CH2:22].C(OCC)(=O)C, predict the reaction product.